From a dataset of Full USPTO retrosynthesis dataset with 1.9M reactions from patents (1976-2016). Predict the reactants needed to synthesize the given product. Given the product [CH:12]1[C:8]2[CH2:9][CH2:10][C:11]3[CH:1]=[CH:2][CH:3]=[CH:4][C:5]=3[N:6]([CH:16]3[CH2:20][CH2:19][CH:18]([NH:21][S:38]([C:35]4[CH:34]=[CH:33][C:32]([O:31][C:30]([F:29])([F:42])[F:43])=[CH:37][CH:36]=4)(=[O:40])=[O:39])[CH2:17]3)[C:7]=2[CH:15]=[CH:14][CH:13]=1, predict the reactants needed to synthesize it. The reactants are: [CH:1]1[C:11]2[CH2:10][CH2:9][C:8]3[CH:12]=[CH:13][CH:14]=[CH:15][C:7]=3[N:6]([CH:16]3[CH2:20][CH2:19][CH:18]([NH2:21])[CH2:17]3)[C:5]=2[CH:4]=[CH:3][CH:2]=1.C(N(CC)CC)C.[F:29][C:30]([F:43])([F:42])[O:31][C:32]1[CH:37]=[CH:36][C:35]([S:38](Cl)(=[O:40])=[O:39])=[CH:34][CH:33]=1.